Dataset: Forward reaction prediction with 1.9M reactions from USPTO patents (1976-2016). Task: Predict the product of the given reaction. (1) Given the reactants [CH3:1][O:2][C:3]1[CH:4]=[C:5]([CH:8]=[CH:9][CH:10]=1)[CH:6]=[O:7].C(O[CH2:15][CH:16]=[CH2:17])(=O)C.O.CCN(CC)CC.CC1C(C)=C(C)C(C)=C(C)C=1C, predict the reaction product. The product is: [CH3:1][O:2][C:3]1[CH:4]=[C:5]([CH:6]([OH:7])[CH2:17][CH:16]=[CH2:15])[CH:8]=[CH:9][CH:10]=1. (2) Given the reactants [CH3:1][CH:2]([CH3:29])[CH2:3][C@H:4]([O:9][C@H:10]([C:23]1[CH:28]=[CH:27][CH:26]=[CH:25][CH:24]=1)[C:11]1[CH:16]=[CH:15][C:14]([C:17]2[CH:18]=[N:19][CH:20]=[CH:21][CH:22]=2)=[CH:13][CH:12]=1)[C:5]([O:7][CH3:8])=[O:6].[I:30][CH3:31], predict the reaction product. The product is: [I-:30].[CH3:8][O:7][C:5]([C@@H:4]([O:9][C@H:10]([C:23]1[CH:24]=[CH:25][CH:26]=[CH:27][CH:28]=1)[C:11]1[CH:16]=[CH:15][C:14]([C:17]2[CH:18]=[N+:19]([CH3:31])[CH:20]=[CH:21][CH:22]=2)=[CH:13][CH:12]=1)[CH2:3][CH:2]([CH3:29])[CH3:1])=[O:6].